This data is from Full USPTO retrosynthesis dataset with 1.9M reactions from patents (1976-2016). The task is: Predict the reactants needed to synthesize the given product. (1) The reactants are: [CH3:1][O:2][C:3]([C:5]1[NH:6][C:7]2[C:12]([CH:13]=1)=[CH:11][CH:10]=[CH:9][CH:8]=2)=[O:4].[OH-].[K+].[I:16]I.[O-]S([O-])=O.[Na+].[Na+]. Given the product [CH3:1][O:2][C:3]([C:5]1[NH:6][C:7]2[C:12]([C:13]=1[I:16])=[CH:11][CH:10]=[CH:9][CH:8]=2)=[O:4], predict the reactants needed to synthesize it. (2) Given the product [C:1]([O:5][C:6]([N:8]1[CH2:12][C@H:11]([NH:13][C:14]([C:16]2[S:17][C:18]([Cl:21])=[CH:19][CH:20]=2)=[O:15])[CH2:10][C@H:9]1[CH2:22][F:28])=[O:7])([CH3:4])([CH3:3])[CH3:2], predict the reactants needed to synthesize it. The reactants are: [C:1]([O:5][C:6]([N:8]1[CH2:12][C@H:11]([NH:13][C:14]([C:16]2[S:17][C:18]([Cl:21])=[CH:19][CH:20]=2)=[O:15])[CH2:10][C@H:9]1[CH2:22]OS(C)(=O)=O)=[O:7])([CH3:4])([CH3:3])[CH3:2].[F-:28].C([N+](CCCC)(CCCC)CCCC)CCC. (3) The reactants are: [F:1][C@H:2]1[CH2:6][NH:5][C@H:4]([C:7]([N:9]([CH3:11])[CH3:10])=[O:8])[CH2:3]1.C[Si]([N-][Si](C)(C)C)(C)C.[Na+].Cl[C:23]1([C:50]2[CH:55]=[CH:54][CH:53]=[CH:52][C:51]=2[O:56][CH3:57])[C:31]2[C:26](=[CH:27][CH:28]=[C:29]([Cl:32])[CH:30]=2)[N:25]([S:33]([C:36]2[CH:41]=[CH:40][C:39]([O:42][CH3:43])=[CH:38][C:37]=2[O:44][C:45]([F:48])([F:47])[F:46])(=[O:35])=[O:34])[C:24]1=[O:49].C([O-])([O-])=O.[K+].[K+]. Given the product [Cl:32][C:29]1[CH:30]=[C:31]2[C:26](=[CH:27][CH:28]=1)[N:25]([S:33]([C:36]1[CH:41]=[CH:40][C:39]([O:42][CH3:43])=[CH:38][C:37]=1[O:44][C:45]([F:48])([F:47])[F:46])(=[O:34])=[O:35])[C:24](=[O:49])[C:23]2([N:5]1[CH2:6][C@H:2]([F:1])[CH2:3][C@H:4]1[C:7]([N:9]([CH3:11])[CH3:10])=[O:8])[C:50]1[CH:55]=[CH:54][CH:53]=[CH:52][C:51]=1[O:56][CH3:57], predict the reactants needed to synthesize it. (4) Given the product [Cl:20][C:2]1[N:6]([CH2:7][CH:8]=[CH2:9])[N:5]=[C:4]([CH3:10])[C:3]=1[C:11]([O:13][CH2:14][CH3:15])=[O:12], predict the reactants needed to synthesize it. The reactants are: N[C:2]1[N:6]([CH2:7][CH:8]=[CH2:9])[N:5]=[C:4]([CH3:10])[C:3]=1[C:11]([O:13][CH2:14][CH3:15])=[O:12].N([O-])=O.[Na+].[ClH:20]. (5) Given the product [NH2:1][C:4]1[CH:5]=[CH:6][C:7]([N:10]2[CH2:15][CH2:14][C:13](=[O:16])[CH2:12][CH2:11]2)=[N:8][CH:9]=1, predict the reactants needed to synthesize it. The reactants are: [N+:1]([C:4]1[CH:5]=[CH:6][C:7]([N:10]2[CH2:15][CH2:14][C:13](=[O:16])[CH2:12][CH2:11]2)=[N:8][CH:9]=1)([O-])=O.C(O)(=O)C.